Dataset: Catalyst prediction with 721,799 reactions and 888 catalyst types from USPTO. Task: Predict which catalyst facilitates the given reaction. (1) Reactant: [Br:1][C:2]1[CH:14]=[N:13][C:12]2[C:11]3[CH:10]=[C:9]([F:15])[C:8]([Cl:16])=[C:7]([F:17])[C:6]=3[NH:5][C:4]=2[CH:3]=1.C1(P(C2C=CC=CC=2)C2C=CC=CC=2)C=CC=CC=1.[C:37]1([C@@H:43]([CH:45]2[CH2:50][CH2:49][O:48][CH2:47][CH2:46]2)O)[CH:42]=[CH:41][CH:40]=[CH:39][CH:38]=1.CC(OC(/N=N/C(OC(C)C)=O)=O)C. Product: [Br:1][C:2]1[CH:14]=[N:13][C:12]2[C:11]3[CH:10]=[C:9]([F:15])[C:8]([Cl:16])=[C:7]([F:17])[C:6]=3[N:5]([C@H:43]([C:37]3[CH:42]=[CH:41][CH:40]=[CH:39][CH:38]=3)[CH:45]3[CH2:46][CH2:47][O:48][CH2:49][CH2:50]3)[C:4]=2[CH:3]=1. The catalyst class is: 1. (2) Reactant: [Si:1]([O:8][C@H:9]1[CH2:18][C:17]2([CH2:20][CH2:19]2)[CH2:16][C:15]2[N:14]=[C:13]([CH:21]3[CH2:25][CH2:24][CH2:23][CH2:22]3)[C:12]([C:26]([C:28]3[CH:33]=[CH:32][C:31]([C:34]([F:37])([F:36])[F:35])=[CH:30][CH:29]=3)=[O:27])=[C:11]([CH:38]3[CH2:42][CH2:41][CH2:40][CH2:39]3)[C:10]1=2)([C:4]([CH3:7])([CH3:6])[CH3:5])([CH3:3])[CH3:2].[H-].C([Al+]CC(C)C)C(C)C.C(C(C(C([O-])=O)O)O)([O-])=O.[Na+].[K+]. Product: [Si:1]([O:8][C@H:9]1[CH2:18][C:17]2([CH2:20][CH2:19]2)[CH2:16][C:15]2[N:14]=[C:13]([CH:21]3[CH2:22][CH2:23][CH2:24][CH2:25]3)[C:12]([C@H:26]([C:28]3[CH:29]=[CH:30][C:31]([C:34]([F:37])([F:35])[F:36])=[CH:32][CH:33]=3)[OH:27])=[C:11]([CH:38]3[CH2:39][CH2:40][CH2:41][CH2:42]3)[C:10]1=2)([C:4]([CH3:7])([CH3:6])[CH3:5])([CH3:3])[CH3:2]. The catalyst class is: 11.